This data is from Full USPTO retrosynthesis dataset with 1.9M reactions from patents (1976-2016). The task is: Predict the reactants needed to synthesize the given product. (1) Given the product [CH2:1]([O:8][C:9]1[CH:10]=[C:11]2[C:16](=[CH:17][C:18]=1[O:19][CH3:20])[N:15]=[CH:14][N:13]=[C:12]2[O:32][C:31]1[C:23]([F:22])=[C:24]2[C:28](=[CH:29][CH:30]=1)[NH:27][C:26]([CH3:33])=[CH:25]2)[C:2]1[CH:7]=[CH:6][CH:5]=[CH:4][CH:3]=1, predict the reactants needed to synthesize it. The reactants are: [CH2:1]([O:8][C:9]1[CH:10]=[C:11]2[C:16](=[CH:17][C:18]=1[O:19][CH3:20])[N:15]=[CH:14][N:13]=[C:12]2Cl)[C:2]1[CH:7]=[CH:6][CH:5]=[CH:4][CH:3]=1.[F:22][C:23]1[C:31]([OH:32])=[CH:30][CH:29]=[C:28]2[C:24]=1[CH:25]=[C:26]([CH3:33])[NH:27]2.C(=O)([O-])[O-].[Cs+].[Cs+]. (2) Given the product [Cl:27][C:24]1[CH:25]=[CH:26][C:20]2[O:19][C:16]3([CH2:17][CH2:18][NH:14][CH2:15]3)[CH2:22][C:21]=2[CH:23]=1, predict the reactants needed to synthesize it. The reactants are: N1CCCCC1.C([N:14]1[CH2:18][CH2:17][C:16]2([CH2:22][C:21]3[CH:23]=[C:24]([Cl:27])[CH:25]=[CH:26][C:20]=3[O:19]2)[CH2:15]1)C1C=CC=CC=1.ClC(OCC)=O.[OH-].[K+]. (3) Given the product [OH:22][CH:17]([C:16]1[C:15]2[CH:23]=[CH:24][CH:25]=[CH:26][C:14]=2[O:13][C:12]=1[C:8]1[CH:7]=[C:6]2[C:11](=[CH:10][CH:9]=1)[C:2]([CH3:1])=[C:3]([O:27][CH2:28][C:29]#[N:30])[CH:4]=[CH:5]2)[CH2:18][CH2:19][CH2:20][CH3:21], predict the reactants needed to synthesize it. The reactants are: [CH3:1][C:2]1[C:11]2[C:6](=[CH:7][C:8]([C:12]3[O:13][C:14]4[CH:26]=[CH:25][CH:24]=[CH:23][C:15]=4[C:16]=3[C:17](=[O:22])[CH2:18][CH2:19][CH2:20][CH3:21])=[CH:9][CH:10]=2)[CH:5]=[CH:4][C:3]=1[O:27][CH2:28][C:29]#[N:30].[BH4-].[Na+].